Predict which catalyst facilitates the given reaction. From a dataset of Catalyst prediction with 721,799 reactions and 888 catalyst types from USPTO. (1) Reactant: [CH3:1][O:2][C:3]1[CH:4]=[C:5]([CH2:11][C:12](=O)[CH3:13])[CH:6]=[CH:7][C:8]=1[O:9][CH3:10].[CH3:15][NH2:16].[BH4-].[Na+].Cl. Product: [CH3:1][O:2][C:3]1[CH:4]=[C:5]([CH2:11][CH:12]([NH:16][CH3:15])[CH3:13])[CH:6]=[CH:7][C:8]=1[O:9][CH3:10]. The catalyst class is: 5. (2) Reactant: [CH3:1][C:2]1[N:3]=[C:4]([CH2:10][CH2:11][C:12]2[C:13]([C:18]3[CH:23]=[CH:22][CH:21]=[CH:20][N:19]=3)=[N:14][O:15][C:16]=2[CH3:17])[S:5][C:6]=1[C:7]([OH:9])=O.F[B-](F)(F)F.N1(OC(N(C)C)=[N+](C)C)C2C=CC=CC=2N=N1.C(N(CC)C(C)C)(C)C.[NH2:55][CH:56]1[CH2:61][CH2:60][O:59][CH2:58][CH2:57]1. Product: [O:59]1[CH2:60][CH2:61][CH:56]([NH:55][C:7]([C:6]2[S:5][C:4]([CH2:10][CH2:11][C:12]3[C:13]([C:18]4[CH:23]=[CH:22][CH:21]=[CH:20][N:19]=4)=[N:14][O:15][C:16]=3[CH3:17])=[N:3][C:2]=2[CH3:1])=[O:9])[CH2:57][CH2:58]1. The catalyst class is: 3. (3) Reactant: Cl[C:2]1[N:3]=[CH:4][C:5]2[CH:6]=[CH:7][C:8]3[C:17]4[C:16](=[O:18])[NH:15][CH2:14][C:13]=4[NH:12][C:9]=3[C:10]=2[CH:11]=1.[F:19][C:20]([F:31])([F:30])[C:21]1[CH:26]=[CH:25][CH:24]=[CH:23][C:22]=1B(O)O.C1C=CC(P(C2C=CC=CC=2)C2C=CC=CC=2)=CC=1.C([O-])([O-])=O.[K+].[K+]. Product: [F:19][C:20]([F:31])([F:30])[C:21]1[CH:26]=[CH:25][CH:24]=[CH:23][C:22]=1[C:2]1[N:3]=[CH:4][C:5]2[CH:6]=[CH:7][C:8]3[C:17]4[C:16](=[O:18])[NH:15][CH2:14][C:13]=4[NH:12][C:9]=3[C:10]=2[CH:11]=1. The catalyst class is: 710. (4) Reactant: C([O:3][C:4]([C:6]1[CH:7]=[N:8][N:9]([CH2:11][CH:12]2[CH2:16][C:15](=[O:17])[N:14]([C:18]3[CH:23]=[CH:22][C:21]([F:24])=[CH:20][C:19]=3[F:25])[CH2:13]2)[CH:10]=1)=[O:5])C.[OH-].[K+]. The catalyst class is: 24. Product: [F:25][C:19]1[CH:20]=[C:21]([F:24])[CH:22]=[CH:23][C:18]=1[N:14]1[C:15](=[O:17])[CH2:16][CH:12]([CH2:11][N:9]2[CH:10]=[C:6]([C:4]([OH:5])=[O:3])[CH:7]=[N:8]2)[CH2:13]1. (5) Reactant: C(N(CC)CC)C.[F:8][C:9]1[CH:17]=[C:16]2[C:12]([C:13]([CH:25]=[O:26])=[CH:14][N:15]2C(OC(C)(C)C)=O)=[CH:11][CH:10]=1.[CH3:27][O:28][C:29]1[CH:30]=[C:31]([CH:42]=[CH:43][CH:44]=1)[N:32]=[CH:33][C:34]1[CH:35]=[N:36][C:37]([O:40][CH3:41])=[CH:38][CH:39]=1. Product: [F:8][C:9]1[CH:17]=[C:16]2[C:12]([C:13]([C:25](=[O:26])[CH:33]([NH:32][C:31]3[CH:42]=[CH:43][CH:44]=[C:29]([O:28][CH3:27])[CH:30]=3)[C:34]3[CH:35]=[N:36][C:37]([O:40][CH3:41])=[CH:38][CH:39]=3)=[CH:14][NH:15]2)=[CH:11][CH:10]=1. The catalyst class is: 433. (6) Reactant: C([N:8]1[CH2:17][CH2:16][CH:15]2[CH:10]([CH:11]([C:18]([O:20][CH2:21][CH3:22])=[O:19])[CH2:12][CH:13]=[CH:14]2)[CH2:9]1)C1C=CC=CC=1. Product: [CH2:9]1[CH:10]2[CH:15]([CH2:14][CH2:13][CH2:12][CH:11]2[C:18]([O:20][CH2:21][CH3:22])=[O:19])[CH2:16][CH2:17][NH:8]1. The catalyst class is: 19. (7) Reactant: [C:1]1(CCCC(O)=O)[C:14]2[C:15]3=[C:16]4[C:11](=[CH:12][CH:13]=2)[CH:10]=[CH:9][CH:8]=[C:7]4[CH:6]=[CH:5][C:4]3=[CH:3][CH:2]=1.ON1C(=O)CCC1=O.C1(N=C=NC2CCCCC2)CCCCC1. Product: [CH:8]1[C:7]2[C:16]3=[C:15]4[C:4](=[CH:5][CH:6]=2)[CH:3]=[CH:2][CH:1]=[C:14]4[CH:13]=[CH:12][C:11]3=[CH:10][CH:9]=1. The catalyst class is: 3. (8) Reactant: [CH3:1][O:2][C:3]1[CH:8]=[C:7]([C:9]([NH2:11])=O)[N:6]=[C:5]([C:12]([NH2:14])=O)[CH:4]=1.FC(F)(F)C(OC(=O)C(F)(F)F)=O.N1C=CC=CC=1. Product: [C:9]([C:7]1[CH:8]=[C:3]([O:2][CH3:1])[CH:4]=[C:5]([C:12]#[N:14])[N:6]=1)#[N:11]. The catalyst class is: 4.